Task: Predict the product of the given reaction.. Dataset: Forward reaction prediction with 1.9M reactions from USPTO patents (1976-2016) (1) Given the reactants Cl[C:2]1[N:10]=[CH:9][N:8]=[C:7]2[C:3]=1[N:4]=[C:5]([NH:11][C:12]1[CH:17]=[CH:16][CH:15]=[C:14]([N:18]3[CH2:23][CH2:22][O:21][CH2:20][CH2:19]3)[CH:13]=1)[NH:6]2.[O:24]1[CH2:29][CH2:28][CH:27]([O:30][C:31]2[CH:38]=[CH:37][C:36](B3OC(C)(C)C(C)(C)O3)=[CH:35][C:32]=2[C:33]#[N:34])[CH2:26][CH2:25]1.C([O-])([O-])=O.[Cs+].[Cs+], predict the reaction product. The product is: [O:21]1[CH2:22][CH2:23][N:18]([C:14]2[CH:13]=[C:12]([NH:11][C:5]3[NH:6][C:7]4[C:3]([N:4]=3)=[C:2]([C:36]3[CH:37]=[CH:38][C:31]([O:30][CH:27]5[CH2:28][CH2:29][O:24][CH2:25][CH2:26]5)=[C:32]([CH:35]=3)[C:33]#[N:34])[N:10]=[CH:9][N:8]=4)[CH:17]=[CH:16][CH:15]=2)[CH2:19][CH2:20]1. (2) Given the reactants [Cl:1][C:2]1[CH:7]=[CH:6][CH:5]=[CH:4][C:3]=1[N:8]1[C:16]2[CH2:15][CH2:14][NH:13][CH2:12][C:11]=2[CH:10]=[C:9]1[C:17]1[CH:22]=[CH:21][C:20]([O:23][CH3:24])=[CH:19][CH:18]=1.[Cl:25][C:26]1[CH:27]=[C:28]([CH:32]=[CH:33][CH:34]=1)[C:29](Cl)=[O:30], predict the reaction product. The product is: [Cl:25][C:26]1[CH:27]=[C:28]([CH:32]=[CH:33][CH:34]=1)[C:29]([N:13]1[CH2:14][CH2:15][C:16]2[N:8]([C:3]3[CH:4]=[CH:5][CH:6]=[CH:7][C:2]=3[Cl:1])[C:9]([C:17]3[CH:18]=[CH:19][C:20]([O:23][CH3:24])=[CH:21][CH:22]=3)=[CH:10][C:11]=2[CH2:12]1)=[O:30].